Dataset: Peptide-MHC class I binding affinity with 185,985 pairs from IEDB/IMGT. Task: Regression. Given a peptide amino acid sequence and an MHC pseudo amino acid sequence, predict their binding affinity value. This is MHC class I binding data. The peptide sequence is LPAIVREAIK. The MHC is HLA-B51:01 with pseudo-sequence HLA-B51:01. The binding affinity (normalized) is 0.